Dataset: Reaction yield outcomes from USPTO patents with 853,638 reactions. Task: Predict the reaction yield, written as a fraction of the theoretical maximum amount of product (1.0 means a 100% yield; for example, 0.34 means a 34% yield). (1) The yield is 0.730. No catalyst specified. The reactants are [NH2:1][C:2]1[CH:14]=[CH:13][C:12]([Br:15])=[CH:11][C:3]=1[C:4]([N:6]([CH2:9]C)[CH2:7]C)=[O:5].CNC. The product is [NH2:1][C:2]1[CH:14]=[CH:13][C:12]([Br:15])=[CH:11][C:3]=1[C:4]([N:6]([CH3:7])[CH3:9])=[O:5]. (2) The reactants are [OH:1][CH:2]1[CH2:7][CH2:6][CH2:5][CH2:4][CH:3]1[NH:8][C:9](=[O:18])[O:10][CH2:11][C:12]1[CH:17]=[CH:16][CH:15]=[CH:14][CH:13]=1.CC(C)=O.OS(O)(=O)=O.O=[Cr](=O)=O. The catalyst is OS(O)(=O)=O.O.CC(C)=O. The product is [O:1]=[C:2]1[CH2:7][CH2:6][CH2:5][CH2:4][CH:3]1[NH:8][C:9](=[O:18])[O:10][CH2:11][C:12]1[CH:13]=[CH:14][CH:15]=[CH:16][CH:17]=1. The yield is 0.790.